This data is from Full USPTO retrosynthesis dataset with 1.9M reactions from patents (1976-2016). The task is: Predict the reactants needed to synthesize the given product. (1) Given the product [CH2:1]([O:3][C:4]([C:6]1[C:7]([O:26][C:27](=[O:29])[CH3:28])=[C:8]2[C:16]([Cl:37])=[CH:15][N:14]([CH2:17][C:18]3[CH:23]=[CH:22][C:21]([O:24][CH3:25])=[CH:20][CH:19]=3)[C:9]2=[C:10]([C:12]#[N:13])[N:11]=1)=[O:5])[CH3:2], predict the reactants needed to synthesize it. The reactants are: [CH2:1]([O:3][C:4]([C:6]1[C:7]([O:26][C:27](=[O:29])[CH3:28])=[C:8]2[CH:16]=[CH:15][N:14]([CH2:17][C:18]3[CH:23]=[CH:22][C:21]([O:24][CH3:25])=[CH:20][CH:19]=3)[C:9]2=[C:10]([C:12]#[N:13])[N:11]=1)=[O:5])[CH3:2].C1C(=O)N([Cl:37])C(=O)C1. (2) Given the product [Si:32]([O:39][CH:40]([CH3:4])[CH2:41][CH2:42][CH:43]([C:54]1[CH:59]=[C:58]([F:60])[CH:57]=[CH:56][C:55]=1[F:61])[S:44]([C:47]1[CH:48]=[CH:49][C:50]([Cl:53])=[CH:51][CH:52]=1)(=[O:46])=[O:45])([C:35]([CH3:36])([CH3:38])[CH3:37])([CH3:33])[CH3:34], predict the reactants needed to synthesize it. The reactants are: OO.Cl[C:4]1C(C(SC2C=NC(Cl)=CC=2)C2C=CN=CC=2)=NC(Cl)=CC=1.C(OCC)(=O)C.[Si:32]([O:39][CH2:40][CH2:41][CH:42](C)[CH:43]([C:54]1[CH:59]=[C:58]([F:60])[CH:57]=[CH:56][C:55]=1[F:61])[S:44]([C:47]1[CH:52]=[CH:51][C:50]([Cl:53])=[CH:49][CH:48]=1)(=[O:46])=[O:45])([C:35]([CH3:38])([CH3:37])[CH3:36])([CH3:34])[CH3:33].